The task is: Regression/Classification. Given a drug SMILES string, predict its absorption, distribution, metabolism, or excretion properties. Task type varies by dataset: regression for continuous measurements (e.g., permeability, clearance, half-life) or binary classification for categorical outcomes (e.g., BBB penetration, CYP inhibition). Dataset: cyp2c9_veith.. This data is from CYP2C9 inhibition data for predicting drug metabolism from PubChem BioAssay. The compound is COC(=O)c1ccccc1N/C=C1\CCc2c(c(C)nn2-c2ccccn2)C1=O. The result is 1 (inhibitor).